Dataset: Full USPTO retrosynthesis dataset with 1.9M reactions from patents (1976-2016). Task: Predict the reactants needed to synthesize the given product. Given the product [N:1]1([C:19]([C:12]2[C:13]3[C:18](=[CH:17][CH:16]=[CH:15][CH:14]=3)[C:9]([C:6](=[O:8])[CH3:7])=[CH:10][CH:11]=2)=[O:20])[CH:5]=[CH:4][N:3]=[CH:2]1, predict the reactants needed to synthesize it. The reactants are: [NH:1]1[CH:5]=[CH:4][N:3]=[CH:2]1.[C:6]([C:9]1[C:18]2[C:13](=[CH:14][CH:15]=[CH:16][CH:17]=2)[C:12]([C:19](Cl)=[O:20])=[CH:11][CH:10]=1)(=[O:8])[CH3:7].O.